From a dataset of Peptide-MHC class I binding affinity with 185,985 pairs from IEDB/IMGT. Regression. Given a peptide amino acid sequence and an MHC pseudo amino acid sequence, predict their binding affinity value. This is MHC class I binding data. (1) The MHC is HLA-A03:01 with pseudo-sequence HLA-A03:01. The peptide sequence is IVRTMPNESR. The binding affinity (normalized) is 0.493. (2) The peptide sequence is YNFSLGAAV. The MHC is HLA-A02:06 with pseudo-sequence HLA-A02:06. The binding affinity (normalized) is 0.0863.